Dataset: Forward reaction prediction with 1.9M reactions from USPTO patents (1976-2016). Task: Predict the product of the given reaction. (1) Given the reactants [CH3:1][Si:2]([CH3:15])([CH3:14])[CH2:3][CH2:4][O:5][CH2:6][N:7]1[CH:11]=[C:10]([C:12]#[N:13])[N:9]=[CH:8]1.C1C(=O)N([Br:23])C(=O)C1.CC(N=NC(C#N)(C)C)(C#N)C, predict the reaction product. The product is: [Br:23][C:8]1[N:7]([CH2:6][O:5][CH2:4][CH2:3][Si:2]([CH3:15])([CH3:14])[CH3:1])[CH:11]=[C:10]([C:12]#[N:13])[N:9]=1. (2) Given the reactants Cl[C:2]1[N:3]=[CH:4][C:5]2[N:11]=[CH:10][C:9]([Cl:12])=[CH:8][C:6]=2[N:7]=1.[OH:13][C:14]1[CH:20]=[CH:19][C:17]([NH2:18])=[CH:16][CH:15]=1, predict the reaction product. The product is: [Cl:12][C:9]1[CH:10]=[N:11][C:5]2[CH:4]=[N:3][C:2]([NH:18][C:17]3[CH:19]=[CH:20][C:14]([OH:13])=[CH:15][CH:16]=3)=[N:7][C:6]=2[CH:8]=1. (3) Given the reactants [Cl:1][C:2]1([C:26]2[CH:31]=[CH:30][CH:29]=[C:28]([C:32](OC)=[O:33])[CH:27]=2)[CH:7]=[CH:6][C:5]([N:8]([C:12]2[CH:17]=[CH:16][CH:15]=[CH:14][C:13]=2[C:18]([F:21])([F:20])[F:19])[C:9](=[O:11])[NH2:10])=[C:4]([NH:22][C:23]([OH:25])=[O:24])[CH2:3]1.[CH3:36][NH2:37], predict the reaction product. The product is: [Cl:1][C:2]1([C:26]2[CH:31]=[CH:30][CH:29]=[C:28]([C:32](=[O:33])[NH:37][CH3:36])[CH:27]=2)[CH:7]=[CH:6][C:5]([N:8]([C:12]2[CH:17]=[CH:16][CH:15]=[CH:14][C:13]=2[C:18]([F:19])([F:21])[F:20])[C:9](=[O:11])[NH2:10])=[C:4]([NH:22][C:23]([OH:25])=[O:24])[CH2:3]1. (4) Given the reactants [C:1]([C:4]1[CH:9]=[CH:8][C:7]([C:10]2[C:11]([C:16]([NH:18][C:19]3[CH:20]=[C:21]4[C:25](=[CH:26][CH:27]=3)[N:24]([C:28](=[O:36])[CH2:29][C:30]3[CH:35]=[CH:34][CH:33]=[CH:32][N:31]=3)[CH2:23][CH2:22]4)=[O:17])=[CH:12][CH:13]=[CH:14][CH:15]=2)=[CH:6][CH:5]=1)([CH3:3])=[CH2:2].Cl.C[OH:39], predict the reaction product. The product is: [OH:39][C:1]([C:4]1[CH:9]=[CH:8][C:7]([C:10]2[C:11]([C:16]([NH:18][C:19]3[CH:20]=[C:21]4[C:25](=[CH:26][CH:27]=3)[N:24]([C:28](=[O:36])[CH2:29][C:30]3[CH:35]=[CH:34][CH:33]=[CH:32][N:31]=3)[CH2:23][CH2:22]4)=[O:17])=[CH:12][CH:13]=[CH:14][CH:15]=2)=[CH:6][CH:5]=1)([CH3:3])[CH3:2]. (5) Given the reactants [C:1]12([C:11]3[CH:21]=[CH:20][C:14]([O:15][CH2:16][C:17](O)=[O:18])=[CH:13][CH:12]=3)[CH2:10][CH:5]3[CH2:6][CH:7]([CH2:9][CH:3]([CH2:4]3)[CH2:2]1)[CH2:8]2.C(Cl)(=O)C(Cl)=O.CN(C=O)C.[CH3:33][O:34][C:35](=[O:44])[C:36]1[CH:41]=[CH:40][C:39]([OH:42])=[C:38]([NH2:43])[CH:37]=1, predict the reaction product. The product is: [CH3:33][O:34][C:35](=[O:44])[C:36]1[CH:41]=[CH:40][C:39]([OH:42])=[C:38]([NH:43][C:17](=[O:18])[CH2:16][O:15][C:14]2[CH:13]=[CH:12][C:11]([C:1]34[CH2:10][CH:5]5[CH2:4][CH:3]([CH2:9][CH:7]([CH2:6]5)[CH2:8]3)[CH2:2]4)=[CH:21][CH:20]=2)[CH:37]=1. (6) Given the reactants C[N:2](C)C=O.Cl.[O:7]=[C:8]1[CH:13]=[CH:12][C:11]([C:14]2[C:23]3[C:18](=[CH:19][C:20]([O:29][CH3:30])=[C:21]4[O:26][C:25]([CH3:28])([CH3:27])[CH2:24][C:22]4=3)[CH2:17][C:16]([CH3:32])([CH3:31])[N:15]=2)=[CH:10][N:9]1[CH2:33][C:34]1[CH:42]=[CH:41][C:37]([C:38](O)=[O:39])=[CH:36][CH:35]=1.C(Cl)(=O)C(Cl)=O, predict the reaction product. The product is: [O:7]=[C:8]1[CH:13]=[CH:12][C:11]([C:14]2[C:23]3[C:18](=[CH:19][C:20]([O:29][CH3:30])=[C:21]4[O:26][C:25]([CH3:28])([CH3:27])[CH2:24][C:22]4=3)[CH2:17][C:16]([CH3:31])([CH3:32])[N:15]=2)=[CH:10][N:9]1[CH2:33][C:34]1[CH:35]=[CH:36][C:37]([C:38]([NH2:2])=[O:39])=[CH:41][CH:42]=1. (7) Given the reactants [C:1]1([CH:7]([C:11]2[CH:16]=[CH:15][CH:14]=[CH:13][CH:12]=2)[C:8](Cl)=[O:9])[CH:6]=[CH:5][CH:4]=[CH:3][CH:2]=1.[F:17][C:18]([F:32])([F:31])[C:19]1[CH:20]=[C:21]([C:25]2[CH2:26][CH2:27][NH:28][CH2:29][CH:30]=2)[CH:22]=[CH:23][CH:24]=1.C(N(CC)CC)C, predict the reaction product. The product is: [C:1]1([CH:7]([C:11]2[CH:16]=[CH:15][CH:14]=[CH:13][CH:12]=2)[C:8]([N:28]2[CH2:27][CH:26]=[C:25]([C:21]3[CH:22]=[CH:23][CH:24]=[C:19]([C:18]([F:17])([F:31])[F:32])[CH:20]=3)[CH2:30][CH2:29]2)=[O:9])[CH:6]=[CH:5][CH:4]=[CH:3][CH:2]=1. (8) The product is: [N:1]1[C:10]2[C:5](=[CH:6][CH:7]=[CH:8][CH:9]=2)[CH:4]=[C:3]([CH2:11][NH:12][C:13](=[O:14])[O:15][C:16]([CH3:19])([CH3:18])[CH3:17])[CH:2]=1. Given the reactants [N:1]1[C:10]2[C:5](=[CH:6][CH:7]=[CH:8][CH:9]=2)[CH:4]=[C:3]([CH2:11][NH2:12])[CH:2]=1.[C:13](O[C:13]([O:15][C:16]([CH3:19])([CH3:18])[CH3:17])=[O:14])([O:15][C:16]([CH3:19])([CH3:18])[CH3:17])=[O:14], predict the reaction product. (9) Given the reactants C([O:4][CH2:5][C:6]1[C:7]([N:27]2[N:36]=[CH:35][C:34]3[C:29](=[C:30]([F:41])[CH:31]=[C:32]([C:37]([CH3:40])([CH3:39])[CH3:38])[CH:33]=3)[C:28]2=[O:42])=[N:8][CH:9]=[CH:10][C:11]=1[C:12]1[CH:17]=[C:16]([NH:18][C:19]2[O:20][C:21]([CH3:24])=[CH:22][N:23]=2)[C:15](=[O:25])[N:14]([CH3:26])[CH:13]=1)(=O)C.[OH-].[Li+], predict the reaction product. The product is: [C:37]([C:32]1[CH:33]=[C:34]2[C:29](=[C:30]([F:41])[CH:31]=1)[C:28](=[O:42])[N:27]([C:7]1[C:6]([CH2:5][OH:4])=[C:11]([C:12]3[CH:17]=[C:16]([NH:18][C:19]4[O:20][C:21]([CH3:24])=[CH:22][N:23]=4)[C:15](=[O:25])[N:14]([CH3:26])[CH:13]=3)[CH:10]=[CH:9][N:8]=1)[N:36]=[CH:35]2)([CH3:40])([CH3:38])[CH3:39].